From a dataset of Forward reaction prediction with 1.9M reactions from USPTO patents (1976-2016). Predict the product of the given reaction. (1) Given the reactants [CH2:1]([N:8]1[CH:12]=[C:11]([CH2:13][C:14]([O:16]CC)=[O:15])[C:10]([O:19][CH2:20][C:21]2[CH:26]=[CH:25][C:24]([O:27][CH2:28][C:29]3[N:30]=[C:31]([C:35]4[CH:40]=[CH:39][CH:38]=[CH:37][CH:36]=4)[O:32][C:33]=3[CH3:34])=[CH:23][CH:22]=2)=[N:9]1)[C:2]1[CH:7]=[CH:6][CH:5]=[CH:4][CH:3]=1.[OH-].[Na+].O1CCCC1.Cl, predict the reaction product. The product is: [CH2:1]([N:8]1[CH:12]=[C:11]([CH2:13][C:14]([OH:16])=[O:15])[C:10]([O:19][CH2:20][C:21]2[CH:26]=[CH:25][C:24]([O:27][CH2:28][C:29]3[N:30]=[C:31]([C:35]4[CH:36]=[CH:37][CH:38]=[CH:39][CH:40]=4)[O:32][C:33]=3[CH3:34])=[CH:23][CH:22]=2)=[N:9]1)[C:2]1[CH:7]=[CH:6][CH:5]=[CH:4][CH:3]=1. (2) Given the reactants [Cl:1][C:2]1[CH:3]=[C:4](B(O)O)[CH:5]=[CH:6][C:7]=1[O:8][CH3:9].Br[C:14]1[CH:15]=[N:16][CH:17]=[C:18]([CH:23]=1)[C:19]([O:21][CH3:22])=[O:20].C([O-])([O-])=O.[Cs+].[Cs+].O, predict the reaction product. The product is: [CH3:22][O:21][C:19](=[O:20])[C:18]1[CH:23]=[C:14]([C:4]2[CH:5]=[CH:6][C:7]([O:8][CH3:9])=[C:2]([Cl:1])[CH:3]=2)[CH:15]=[N:16][CH:17]=1. (3) Given the reactants N1C=CN=C1.C1(P(C2C=CC=CC=2)C2C=CC=CC=2)C=CC=CC=1.[I:25]I.[CH2:27]([O:29][C:30]([CH:32]1[C:36](=[O:37])[N:35]([C@H:38]([C:40]2[CH:45]=[CH:44][CH:43]=[CH:42][CH:41]=2)[CH3:39])[CH2:34][C@H:33]1[C:46]1([CH2:49]O)[CH2:48][CH2:47]1)=[O:31])[CH3:28], predict the reaction product. The product is: [CH2:27]([O:29][C:30]([CH:32]1[C:36](=[O:37])[N:35]([C@H:38]([C:40]2[CH:45]=[CH:44][CH:43]=[CH:42][CH:41]=2)[CH3:39])[CH2:34][C@H:33]1[C:46]1([CH2:49][I:25])[CH2:48][CH2:47]1)=[O:31])[CH3:28]. (4) Given the reactants [Cl:1][C:2]1[CH:3]=[CH:4][C:5]([O:11][CH3:12])=[C:6](B(O)O)[CH:7]=1.Br[C:14]1[CH:19]=[CH:18][C:17](/[C:20](/[CH3:27])=[CH:21]/[C:22]([O:24][CH2:25][CH3:26])=[O:23])=[CH:16][CH:15]=1, predict the reaction product. The product is: [Cl:1][C:2]1[CH:3]=[CH:4][C:5]([O:11][CH3:12])=[C:6]([C:14]2[CH:19]=[CH:18][C:17](/[C:20](/[CH3:27])=[CH:21]/[C:22]([O:24][CH2:25][CH3:26])=[O:23])=[CH:16][CH:15]=2)[CH:7]=1. (5) Given the reactants [CH2:1]([O:8][C:9]1[CH:10]=[CH:11][C:12](Br)=[C:13]([CH:16]=1)[CH:14]=[O:15])[C:2]1[CH:7]=[CH:6][CH:5]=[CH:4][CH:3]=1.[CH:18]([C:21]1[CH:22]=[CH:23][C:24]([O:30][CH3:31])=[C:25](B(O)O)[CH:26]=1)([CH3:20])[CH3:19].C(=O)([O-])[O-].[Cs+].[Cs+].C(OCC)(=O)C, predict the reaction product. The product is: [CH2:1]([O:8][C:9]1[CH:16]=[C:13]([CH:14]=[O:15])[C:12]([C:25]2[CH:26]=[C:21]([CH:18]([CH3:20])[CH3:19])[CH:22]=[CH:23][C:24]=2[O:30][CH3:31])=[CH:11][CH:10]=1)[C:2]1[CH:7]=[CH:6][CH:5]=[CH:4][CH:3]=1. (6) Given the reactants FC(F)(F)S(O[C:7]1[CH:12]=[CH:11][C:10]([C:13]#[N:14])=[C:9]([F:15])[C:8]=1[F:16])(=O)=O.[C:19]([NH:26][C:27]1[CH:32]=[CH:31][C:30](B(O)O)=[CH:29][C:28]=1[F:36])([O:21][C:22]([CH3:25])([CH3:24])[CH3:23])=[O:20].C(=O)([O-])[O-].[Na+].[Na+], predict the reaction product. The product is: [C:22]([O:21][C:19](=[O:20])[NH:26][C:27]1[CH:32]=[CH:31][C:30]([C:7]2[CH:12]=[CH:11][C:10]([C:13]#[N:14])=[C:9]([F:15])[C:8]=2[F:16])=[CH:29][C:28]=1[F:36])([CH3:25])([CH3:23])[CH3:24]. (7) Given the reactants Br[C:2]1[CH:7]=[CH:6][C:5]([N:8]2[CH:17]=[C:16]3[C:10]([CH2:11][CH2:12][N:13](CC4C=CC=CC=4)[CH2:14][CH2:15]3)=[N:9]2)=[CH:4][CH:3]=1, predict the reaction product. The product is: [C:5]1([N:8]2[CH:17]=[C:16]3[C:10]([CH2:11][CH2:12][NH:13][CH2:14][CH2:15]3)=[N:9]2)[CH:4]=[CH:3][CH:2]=[CH:7][CH:6]=1. (8) Given the reactants [F:1][C:2]1[C:3]([F:13])=[C:4]([F:12])[C:5]2[S:9][C:8]([NH2:10])=[N:7][C:6]=2[CH:11]=1.[F:14][C:15]1[CH:16]=[C:17]([CH:21]=[C:22]([C:24]([F:27])([F:26])[F:25])[CH:23]=1)[C:18](Cl)=[O:19].Br[CH:29]([CH2:34][CH3:35])[C:30]([O:32]C)=[O:31].COC1C=CC2N=C(N)SC=2C=1.ClC1C=C(C=CC=1)C(Cl)=O.BrCC(OCC)=O, predict the reaction product. The product is: [F:1][C:2]1[C:3]([F:13])=[C:4]([F:12])[C:5]2[S:9][C:8](=[N:10][C:18](=[O:19])[C:17]3[CH:21]=[C:22]([C:24]([F:27])([F:26])[F:25])[CH:23]=[C:15]([F:14])[CH:16]=3)[N:7]([CH:29]([CH2:34][CH3:35])[C:30]([OH:32])=[O:31])[C:6]=2[CH:11]=1. (9) Given the reactants [H-].[Na+].[F:3][C:4]([F:19])([F:18])[C:5]1[CH:6]=[C:7]([NH:11][C:12]2[CH2:16][CH2:15][C:14](=[O:17])[CH:13]=2)[CH:8]=[CH:9][CH:10]=1.CC1CCCO1.[C:26]([O:30][C:31](=[O:52])[NH:32][CH:33](S(C1C=CC=CC=1)(=O)=O)[C:34]1[CH:39]=[CH:38][C:37]([C:40]#[N:41])=[CH:36][C:35]=1[Br:42])([CH3:29])([CH3:28])[CH3:27], predict the reaction product. The product is: [C:26]([O:30][C:31](=[O:52])[NH:32][CH:33]([C:34]1[CH:39]=[CH:38][C:37]([C:40]#[N:41])=[CH:36][C:35]=1[Br:42])[C:13]1[C:14](=[O:17])[CH2:15][CH2:16][C:12]=1[NH:11][C:7]1[CH:8]=[CH:9][CH:10]=[C:5]([C:4]([F:18])([F:19])[F:3])[CH:6]=1)([CH3:29])([CH3:27])[CH3:28]. (10) Given the reactants S(O[CH2:12][CH2:13][O:14][CH2:15][CH2:16][O:17][CH2:18][CH2:19][O:20][CH2:21][CH2:22][C:23]([O:25][C:26]([CH3:29])([CH3:28])[CH3:27])=[O:24])(C1C=CC(C)=CC=1)(=O)=O.[N-:30]=[N+:31]=[N-:32].[Na+], predict the reaction product. The product is: [N:30]([CH2:12][CH2:13][O:14][CH2:15][CH2:16][O:17][CH2:18][CH2:19][O:20][CH2:21][CH2:22][C:23]([O:25][C:26]([CH3:29])([CH3:28])[CH3:27])=[O:24])=[N+:31]=[N-:32].